This data is from Forward reaction prediction with 1.9M reactions from USPTO patents (1976-2016). The task is: Predict the product of the given reaction. (1) The product is: [S:16]([O:7][CH2:6][C:2]1[S:1][CH:5]=[CH:4][CH:3]=1)(=[O:18])(=[O:17])[CH3:15]. Given the reactants [S:1]1[CH:5]=[CH:4][CH:3]=[C:2]1[CH2:6][OH:7].C(N(CC)CC)C.[CH3:15][S:16](Cl)(=[O:18])=[O:17], predict the reaction product. (2) Given the reactants [F:1][C:2]1[CH:9]=[C:8](F)[CH:7]=[CH:6][C:3]=1[C:4]#[N:5].COC1C=C(C=C(OC)C=1OC)C[NH2:17], predict the reaction product. The product is: [NH2:17][C:8]1[CH:7]=[CH:6][C:3]([C:4]#[N:5])=[C:2]([F:1])[CH:9]=1. (3) Given the reactants [NH:1]1[C:9]2[C:4](=[CH:5][CH:6]=[C:7]([C:10](O)=O)[CH:8]=2)[CH:3]=[CH:2]1.CC[N:15]=C=NCCCN(C)C.C(=O)([O-])O.[Na+].[F:29][C:30]([F:37])([F:36])[C:31](OCC)=[O:32], predict the reaction product. The product is: [NH:1]1[C:9]2[C:4](=[CH:5][CH:6]=[C:7]([CH2:10][NH:15][C:31](=[O:32])[C:30]([F:37])([F:36])[F:29])[CH:8]=2)[CH2:3][CH2:2]1. (4) Given the reactants [Cl:1][C:2]1[C:3]([CH:9]([N+:24]([O-])=[O:25])[CH2:10][NH:11][C:12](=[O:23])[C:13]2[CH:18]=[CH:17][CH:16]=[CH:15][C:14]=2[C:19]([F:22])([F:21])[F:20])=[N:4][CH:5]=[C:6]([Cl:8])[CH:7]=1.CN(C)C=O.O.N([O-])=O.[Na+], predict the reaction product. The product is: [Cl:1][C:2]1[C:3]([C:9](=[N:24][OH:25])[CH2:10][NH:11][C:12](=[O:23])[C:13]2[CH:18]=[CH:17][CH:16]=[CH:15][C:14]=2[C:19]([F:21])([F:20])[F:22])=[N:4][CH:5]=[C:6]([Cl:8])[CH:7]=1. (5) Given the reactants C(NC(C)C)(C)C.C([Li])CCC.[CH2:13]([C@H:17]1[CH2:21][O:20][C:19](=[O:22])[CH2:18]1)[CH2:14][CH2:15][CH3:16].C[Si](Cl)(C)C.[CH2:28]([O:35][CH2:36]Cl)[C:29]1[CH:34]=[CH:33][CH:32]=[CH:31][CH:30]=1, predict the reaction product. The product is: [CH2:28]([O:35][CH2:36][C@@H:18]1[C@@H:17]([CH2:13][CH2:14][CH2:15][CH3:16])[CH2:21][O:20][C:19]1=[O:22])[C:29]1[CH:34]=[CH:33][CH:32]=[CH:31][CH:30]=1. (6) Given the reactants [C:1]([C:4]1[C:5]([NH:28][CH2:29][C:30]2[C:35]([F:36])=[CH:34][CH:33]=[C:32]([F:37])[C:31]=2[F:38])=[CH:6][C:7]([NH:10][C:11]2[CH:12]=[C:13]3[C:18](=[CH:19][CH:20]=2)[CH2:17][N:16](C(OC(C)(C)C)=O)[CH2:15][CH2:14]3)=[N:8][CH:9]=1)(=[O:3])[NH2:2].[ClH:39].CCOC(C)=O, predict the reaction product. The product is: [ClH:39].[ClH:39].[CH2:17]1[C:18]2[C:13](=[CH:12][C:11]([NH:10][C:7]3[CH:6]=[C:5]([NH:28][CH2:29][C:30]4[C:35]([F:36])=[CH:34][CH:33]=[C:32]([F:37])[C:31]=4[F:38])[C:4]([C:1]([NH2:2])=[O:3])=[CH:9][N:8]=3)=[CH:20][CH:19]=2)[CH2:14][CH2:15][NH:16]1. (7) The product is: [CH:20]1([C:18]([C:12]2[CH:13]=[C:14]([CH3:17])[CH:15]=[CH:16][C:11]=2[NH:10][C:8]([NH:7][C:5]2[S:6][C:2]([S:25][C:26]3[N:31]=[CH:30][CH:29]=[CH:28][N:27]=3)=[CH:3][N:4]=2)=[O:9])=[O:19])[CH2:24][CH2:23][CH2:22][CH2:21]1. Given the reactants Br[C:2]1[S:6][C:5]([NH:7][C:8]([NH:10][C:11]2[CH:16]=[CH:15][C:14]([CH3:17])=[CH:13][C:12]=2[C:18]([CH:20]2[CH2:24][CH2:23][CH2:22][CH2:21]2)=[O:19])=[O:9])=[N:4][CH:3]=1.[SH:25][C:26]1[N:31]=[CH:30][CH:29]=[CH:28][N:27]=1, predict the reaction product. (8) Given the reactants [NH2:1][C:2]1[N:3]([CH2:31][C:32]2[CH:37]=[CH:36][CH:35]=[CH:34][CH:33]=2)[C:4](=[O:30])[C@@:5]2([C:15]3[C:10](=[CH:11][CH:12]=[C:13]([C:16]4[CH:17]=[C:18]([CH:21]=[CH:22][CH:23]=4)[C:19]#[N:20])[CH:14]=3)[O:9][C@H:8]([C:24]3[CH:29]=[CH:28][CH:27]=[CH:26][CH:25]=3)[CH2:7]2)[N:6]=1.C(O)(C(F)(F)F)=O, predict the reaction product. The product is: [NH2:1][C:2]1[N:3]([CH2:31][C:32]2[CH:37]=[CH:36][CH:35]=[CH:34][CH:33]=2)[C:4](=[O:30])[C:5]2([C:15]3[C:10](=[CH:11][CH:12]=[C:13]([C:16]4[CH:17]=[C:18]([CH:21]=[CH:22][CH:23]=4)[C:19]#[N:20])[CH:14]=3)[O:9][CH:8]([C:24]3[CH:29]=[CH:28][CH:27]=[CH:26][CH:25]=3)[CH2:7]2)[N:6]=1. (9) Given the reactants [CH3:1][O:2][C:3](=[O:27])[CH2:4][CH2:5][C:6]1[CH:10]=[C:9]([CH3:11])[N:8]([CH2:12][C:13]2[CH:18]=[C:17](Br)[CH:16]=[CH:15][C:14]=2[O:20][CH2:21][CH:22]([CH2:25][CH3:26])[CH2:23][CH3:24])[N:7]=1.C1C=CC(P(C2C=CC=CC=2)C2C=CC=CC=2)=CC=1.[CH3:47][Si:48]([C:51]#[CH:52])([CH3:50])[CH3:49], predict the reaction product. The product is: [CH3:1][O:2][C:3](=[O:27])[CH2:4][CH2:5][C:6]1[CH:10]=[C:9]([CH3:11])[N:8]([CH2:12][C:13]2[CH:18]=[C:17]([C:52]#[C:51][Si:48]([CH3:50])([CH3:49])[CH3:47])[CH:16]=[CH:15][C:14]=2[O:20][CH2:21][CH:22]([CH2:25][CH3:26])[CH2:23][CH3:24])[N:7]=1. (10) The product is: [CH:16]1([S:19]([N:9]2[CH2:8][CH2:7][C:6]3([C:4](=[O:5])[N:33]([C:30]4[CH:31]=[CH:32][C:27]([O:26][CH:25]([CH3:34])[C:24]([F:23])([F:35])[F:36])=[CH:28][CH:29]=4)[CH2:13][CH2:12]3)[CH2:11][CH2:10]2)(=[O:21])=[O:20])[CH2:18][CH2:17]1. Given the reactants C(O[C:4]([C:6]1([CH2:12][CH2:13]OC)[CH2:11][CH2:10][NH:9][CH2:8][CH2:7]1)=[O:5])C.[CH:16]1([S:19](Cl)(=[O:21])=[O:20])[CH2:18][CH2:17]1.[F:23][C:24]([F:36])([F:35])[CH:25]([CH3:34])[O:26][C:27]1[CH:32]=[CH:31][C:30]([NH2:33])=[CH:29][CH:28]=1, predict the reaction product.